Dataset: Reaction yield outcomes from USPTO patents with 853,638 reactions. Task: Predict the reaction yield, written as a fraction of the theoretical maximum amount of product (1.0 means a 100% yield; for example, 0.34 means a 34% yield). (1) The reactants are Cl.[NH2:2][CH2:3][C:4]([CH3:9])([CH3:8])[C:5]([OH:7])=[O:6].[CH2:10]([O:12][C:13](Cl)=[O:14])[CH3:11]. The catalyst is [OH-].[Na+]. The product is [CH2:10]([O:12][C:13]([NH:2][CH2:3][C:4]([CH3:9])([CH3:8])[C:5]([OH:7])=[O:6])=[O:14])[CH3:11]. The yield is 0.730. (2) The reactants are [Cl:1][C:2]1[CH:10]=[CH:9][C:5]([C:6]([OH:8])=O)=[CH:4][C:3]=1[OH:11].[NH:12]1[CH2:17][CH2:16][CH2:15][C@@H:14]2[C:18]3[CH:19]=[CH:20][CH:21]=[CH:22][C:23]=3[CH2:24][C@H:13]12.F[P-](F)(F)(F)(F)F.N1(OC(N(C)C)=[N+](C)C)C2N=CC=CC=2N=N1. No catalyst specified. The product is [Cl:1][C:2]1[CH:10]=[CH:9][C:5]([C:6]([N:12]2[CH2:17][CH2:16][CH2:15][C@@H:14]3[C:18]4[CH:19]=[CH:20][CH:21]=[CH:22][C:23]=4[CH2:24][C@H:13]23)=[O:8])=[CH:4][C:3]=1[OH:11]. The yield is 0.440. (3) The reactants are [Br:1][C:2]1[CH:7]=[C:6]([F:8])[CH:5]=[C:4]([Br:9])[C:3]=1I.C([Mg]Cl)(C)C.CN([CH:19]=[O:20])C. The catalyst is C1(C)C=CC=CC=1. The product is [Br:1][C:2]1[CH:7]=[C:6]([F:8])[CH:5]=[C:4]([Br:9])[C:3]=1[CH:19]=[O:20]. The yield is 0.540. (4) The reactants are [F:1][C:2]1[CH:8]=[CH:7][C:6]([F:9])=[CH:5][C:3]=1[NH2:4].[F:10][C:11]([F:24])([O:15][C:16]1[CH:17]=[C:18]([CH:21]=[CH:22][CH:23]=1)[CH:19]=O)[CH:12]([F:14])[F:13]. The catalyst is C1CCCCC1. The product is [F:1][C:2]1[CH:8]=[CH:7][C:6]([F:9])=[CH:5][C:3]=1[NH:4][CH2:19][C:18]1[CH:21]=[CH:22][CH:23]=[C:16]([O:15][C:11]([F:10])([F:24])[CH:12]([F:13])[F:14])[CH:17]=1. The yield is 0.860. (5) The reactants are [NH:1]1[C:9]2[C:4](=[CH:5][CH:6]=[CH:7][CH:8]=2)[CH2:3][C:2]1=[O:10].[CH2:11](O)[CH2:12][OH:13]. The catalyst is [Ni]. The product is [OH:13][CH2:12][CH2:11][CH:3]1[C:4]2[C:9](=[CH:8][CH:7]=[CH:6][CH:5]=2)[NH:1][C:2]1=[O:10]. The yield is 0.700. (6) The reactants are [C:1]1([S:7]([O:10][C:11]2[C:20]([Br:21])=[C:19]3[C:14]([CH:15]=[CH:16][C:17]([CH3:22])=[N:18]3)=[CH:13][CH:12]=2)(=[O:9])=[O:8])[CH:6]=[CH:5][CH:4]=[CH:3][CH:2]=1.[O:23]1CCOCC1. No catalyst specified. The product is [C:1]1([S:7]([O:10][C:11]2[C:20]([Br:21])=[C:19]3[C:14]([CH:15]=[CH:16][C:17]([CH:22]=[O:23])=[N:18]3)=[CH:13][CH:12]=2)(=[O:9])=[O:8])[CH:2]=[CH:3][CH:4]=[CH:5][CH:6]=1. The yield is 0.910. (7) The product is [F:12][C:13]1[CH:14]=[CH:15][C:16]([S:19]([N:22]2[C:30]3[C:25](=[CH:26][CH:27]=[CH:28][CH:29]=3)[CH:24]=[C:23]2[C:3]2([OH:10])[CH:4]=[CH:5][C:6](=[O:9])[CH:7]=[CH:8]2)(=[O:20])=[O:21])=[CH:17][CH:18]=1. The yield is 0.140. The reactants are CO[C:3]1([O:10]C)[CH:8]=[CH:7][C:6](=[O:9])[CH:5]=[CH:4]1.[F:12][C:13]1[CH:18]=[CH:17][C:16]([S:19]([N:22]2[C:30]3[C:25](=[CH:26][CH:27]=[CH:28][CH:29]=3)[CH:24]=[CH:23]2)(=[O:21])=[O:20])=[CH:15][CH:14]=1. No catalyst specified.